This data is from Reaction yield outcomes from USPTO patents with 853,638 reactions. The task is: Predict the reaction yield, written as a fraction of the theoretical maximum amount of product (1.0 means a 100% yield; for example, 0.34 means a 34% yield). (1) The reactants are [Cl:1][C:2]1[CH:3]=[C:4]2[C:9](=[CH:10][C:11]=1[OH:12])[O:8][CH:7]=[C:6]([C:13]1[CH:18]=[CH:17][CH:16]=[C:15]([O:19][CH3:20])[CH:14]=1)[C:5]2=O.O.[NH2:23][NH2:24]. No catalyst specified. The product is [Cl:1][C:2]1[CH:3]=[C:4]([C:5]2[C:6]([C:13]3[CH:18]=[CH:17][CH:16]=[C:15]([O:19][CH3:20])[CH:14]=3)=[CH:7][NH:24][N:23]=2)[C:9]([OH:8])=[CH:10][C:11]=1[OH:12]. The yield is 0.460. (2) The product is [F:23][C:22]1[CH:21]=[C:20]2[C:15]([CH:16]=[CH:17][CH:18]=[N:19]2)=[CH:14][C:13]=1[CH:11]([C:8]1[N:6]2[N:7]=[C:2]([C:29](=[O:31])[CH3:30])[CH:3]=[CH:4][C:5]2=[N:10][CH:9]=1)[CH3:12]. The catalyst is CN(C=O)C.C1C=CC([P]([Pd]([P](C2C=CC=CC=2)(C2C=CC=CC=2)C2C=CC=CC=2)([P](C2C=CC=CC=2)(C2C=CC=CC=2)C2C=CC=CC=2)[P](C2C=CC=CC=2)(C2C=CC=CC=2)C2C=CC=CC=2)(C2C=CC=CC=2)C2C=CC=CC=2)=CC=1. The reactants are Cl[C:2]1[CH:3]=[CH:4][C:5]2[N:6]([C:8]([CH:11]([C:13]3[CH:14]=[C:15]4[C:20](=[CH:21][C:22]=3[F:23])[N:19]=[CH:18][CH:17]=[CH:16]4)[CH3:12])=[CH:9][N:10]=2)[N:7]=1.C([Sn](CCCC)(CCCC)[C:29]([O:31]CC)=[CH2:30])CCC.Cl.O. The yield is 0.900. (3) The reactants are [CH:1]1N=C[N:3]([C:6]([N:8]2C=N[CH:10]=[CH:9]2)=[O:7])[CH:2]=1.[C:13]([C:17]1[CH:18]=[CH:19][C:20]([C:24]2[CH:28]=[C:27]([CH3:29])[NH:26][C:25]=2[CH3:30])=C(C=1)N)([CH3:16])([CH3:15])[CH3:14].[CH3:31][NH:32][C:33]([C:35]1[CH:40]=[C:39]([O:41][C:42]2[CH:48]=CC(N)=[CH:44][CH:43]=2)[CH:38]=[CH:37][N:36]=1)=[O:34]. The catalyst is C(Cl)Cl.CCOC(C)=O. The product is [C:13]([C:17]1[CH:18]=[CH:19][C:20]([C:24]2[CH:28]=[C:27]([CH3:29])[NH:26][C:25]=2[CH3:30])=[C:9]([NH:8][C:6]([NH:3][C:2]2[CH:1]=[CH:48][C:42]([O:41][C:39]3[CH:38]=[CH:37][N:36]=[C:35]([C:33](=[O:34])[NH:32][CH3:31])[CH:40]=3)=[CH:43][CH:44]=2)=[O:7])[CH:10]=1)([CH3:14])([CH3:15])[CH3:16]. The yield is 0.240. (4) The reactants are [N:1]([CH:4]1[CH2:12][C:11]2[C:6](=[CH:7][CH:8]=[CH:9][C:10]=2[F:13])[C:5]1=[O:14])=[N+:2]=[N-:3].[BH4-].[Na+]. The catalyst is CO. The product is [N:1]([CH:4]1[CH2:12][C:11]2[C:6](=[CH:7][CH:8]=[CH:9][C:10]=2[F:13])[CH:5]1[OH:14])=[N+:2]=[N-:3]. The yield is 0.730.